The task is: Predict which catalyst facilitates the given reaction.. This data is from Catalyst prediction with 721,799 reactions and 888 catalyst types from USPTO. (1) Reactant: Cl[CH2:2][CH2:3][N:4]1[C:9](=[O:10])[C:8]2[C:11]3[CH2:17][CH2:16][N:15]([CH3:18])[CH2:14][C:12]=3[S:13][C:7]=2[N:6]=[CH:5]1.[N:19]1([C:25]2[C:29]3[CH:30]=[C:31]([CH3:34])[CH:32]=[CH:33][C:28]=3[O:27][N:26]=2)[CH2:24][CH2:23][NH:22][CH2:21][CH2:20]1.C(N(C(C)C)CC)(C)C.[Br-].[Na+]. Product: [CH3:18][N:15]1[CH2:16][CH2:17][C:11]2[C:8]3[C:9](=[O:10])[N:4]([CH2:3][CH2:2][N:22]4[CH2:23][CH2:24][N:19]([C:25]5[C:29]6[CH:30]=[C:31]([CH3:34])[CH:32]=[CH:33][C:28]=6[O:27][N:26]=5)[CH2:20][CH2:21]4)[CH:5]=[N:6][C:7]=3[S:13][C:12]=2[CH2:14]1. The catalyst class is: 60. (2) Reactant: [F:1][C:2]1[CH:7]=[CH:6][C:5]([F:8])=[CH:4][C:3]=1[CH:9]1[CH2:13][CH2:12][CH2:11][N:10]1[C:14]1[CH:19]=[CH:18][N:17]2[N:20]=[CH:21][C:22]([C:23](O)=[O:24])=[C:16]2[N:15]=1.Cl.[C:27]([NH:32][NH2:33])(=[O:31])[CH:28]([CH3:30])[CH3:29].CCN(C(C)C)C(C)C.CN(C(ON1N=NC2C=CC=NC1=2)=[N+](C)C)C.F[P-](F)(F)(F)(F)F. Product: [F:1][C:2]1[CH:7]=[CH:6][C:5]([F:8])=[CH:4][C:3]=1[CH:9]1[CH2:13][CH2:12][CH2:11][N:10]1[C:14]1[CH:19]=[CH:18][N:17]2[N:20]=[CH:21][C:22]([C:23]([NH:33][NH:32][C:27](=[O:31])[CH:28]([CH3:30])[CH3:29])=[O:24])=[C:16]2[N:15]=1. The catalyst class is: 31. (3) Reactant: F[C:2]1[CH:7]=[CH:6][CH:5]=[CH:4][N:3]=1.[C:8]([CH:10]1[CH2:13][N:12]([C:14]([O:16][C:17]([CH3:20])([CH3:19])[CH3:18])=[O:15])[CH2:11]1)#[N:9].[Li+].C[Si]([N-][Si](C)(C)C)(C)C.[NH4+].[Cl-]. Product: [C:8]([C:10]1([C:2]2[CH:7]=[CH:6][CH:5]=[CH:4][N:3]=2)[CH2:13][N:12]([C:14]([O:16][C:17]([CH3:20])([CH3:19])[CH3:18])=[O:15])[CH2:11]1)#[N:9]. The catalyst class is: 1. (4) Reactant: [Br:1]Br.[CH3:3][CH2:4][C:5]([C:7]1[C:16]2[C:11](=[CH:12][CH:13]=[CH:14][CH:15]=2)[CH:10]=[CH:9][CH:8]=1)=[O:6]. Product: [Br:1][CH:4]([CH3:3])[C:5]([C:7]1[C:16]2[C:11](=[CH:12][CH:13]=[CH:14][CH:15]=2)[CH:10]=[CH:9][CH:8]=1)=[O:6]. The catalyst class is: 8. (5) Reactant: Br.Br[CH2:3][C:4]([C:6]1[CH:11]=[CH:10][N:9]=[CH:8][CH:7]=1)=O.[OH:12][CH2:13][CH2:14][C:15]1[CH:20]=[CH:19][C:18]([NH:21][C:22]([NH2:24])=[S:23])=[CH:17][CH:16]=1.N. Product: [N:9]1[CH:10]=[CH:11][C:6]([C:4]2[N:24]=[C:22]([NH:21][C:18]3[CH:19]=[CH:20][C:15]([CH2:14][CH2:13][OH:12])=[CH:16][CH:17]=3)[S:23][CH:3]=2)=[CH:7][CH:8]=1. The catalyst class is: 88.